This data is from Forward reaction prediction with 1.9M reactions from USPTO patents (1976-2016). The task is: Predict the product of the given reaction. (1) Given the reactants C([O:8][C:9]1[CH:14]=[CH:13][CH:12]=[CH:11][C:10]=1[C:15]1([NH:19][C:20]2[C:21](=[O:40])[N:22]([C:27]3[CH:28]=[C:29]([CH:36]=[CH:37][C:38]=3[CH3:39])[C:30]([NH:32][CH:33]3[CH2:35][CH2:34]3)=[O:31])[CH:23]=[C:24](Br)[N:25]=2)[CH2:18][CH2:17][CH2:16]1)C1C=CC=CC=1.C([O-])=O.[NH4+], predict the reaction product. The product is: [CH:33]1([NH:32][C:30](=[O:31])[C:29]2[CH:36]=[CH:37][C:38]([CH3:39])=[C:27]([N:22]3[CH:23]=[CH:24][N:25]=[C:20]([NH:19][C:15]4([C:10]5[CH:11]=[CH:12][CH:13]=[CH:14][C:9]=5[OH:8])[CH2:18][CH2:17][CH2:16]4)[C:21]3=[O:40])[CH:28]=2)[CH2:34][CH2:35]1. (2) Given the reactants [CH2:1]([C:8]1[C:9](Cl)=[N:10][C:11]2[C:16]([C:17]=1[Cl:18])=[CH:15][C:14]([C:19]([C:31]1[N:35]([CH3:36])[CH:34]=[N:33][CH:32]=1)([C:21]1[CH:22]=[N:23][C:24]([C:27]([F:30])([F:29])[F:28])=[CH:25][CH:26]=1)[OH:20])=[CH:13][CH:12]=2)[C:2]1[CH:7]=[CH:6][CH:5]=[CH:4][CH:3]=1.[C:38]([OH:44])([C:40]([F:43])([F:42])[F:41])=[O:39].C[O-].[Na+].CO, predict the reaction product. The product is: [CH2:1]([C:8]1[C:9]([O:39][CH3:38])=[N:10][C:11]2[C:16]([C:17]=1[Cl:18])=[CH:15][C:14]([C:19]([C:31]1[N:35]([CH3:36])[CH:34]=[N:33][CH:32]=1)([C:21]1[CH:22]=[N:23][C:24]([C:27]([F:30])([F:29])[F:28])=[CH:25][CH:26]=1)[OH:20])=[CH:13][CH:12]=2)[C:2]1[CH:7]=[CH:6][CH:5]=[CH:4][CH:3]=1.[C:38]([OH:44])([C:40]([F:43])([F:42])[F:41])=[O:39]. (3) The product is: [CH3:8][C:9]1[CH:10]=[C:11]([C:15]2[O:19][N:18]=[C:17]([C@H:20]3[CH2:25][C@@H:24]4[C@@H:22]([CH2:23]4)[NH:21]3)[CH:16]=2)[CH:12]=[CH:13][CH:14]=1. Given the reactants C(O)(C(F)(F)F)=O.[CH3:8][C:9]1[CH:10]=[C:11]([C:15]2[O:19][N:18]=[C:17]([C@H:20]3[CH2:25][C@@H:24]4[C@@H:22]([CH2:23]4)[N:21]3C(OC(C)(C)C)=O)[CH:16]=2)[CH:12]=[CH:13][CH:14]=1, predict the reaction product. (4) Given the reactants C([O:3][C:4]([C:6]1[C:15]2[CH2:14][CH2:13][CH:12]([C:16]3[CH:21]=[CH:20][CH:19]=[CH:18][CH:17]=3)[CH2:11][C:10]=2[C:9]2=[N:22][C:23]([CH3:26])=[C:24]([CH3:25])[N:8]2[CH:7]=1)=[O:5])C.[OH-].[K+], predict the reaction product. The product is: [CH3:26][C:23]1[N:22]=[C:9]2[C:10]3[CH2:11][CH:12]([C:16]4[CH:21]=[CH:20][CH:19]=[CH:18][CH:17]=4)[CH2:13][CH2:14][C:15]=3[C:6]([C:4]([OH:5])=[O:3])=[CH:7][N:8]2[C:24]=1[CH3:25]. (5) Given the reactants Cl[C:2]1[N:10]=[C:9]2[C:5]([N:6]=[C:7]([CH2:12][N:13]3[CH2:18][CH2:17][CH:16]([C:19]([OH:22])([CH3:21])[CH3:20])[CH2:15][CH2:14]3)[N:8]2[CH3:11])=[C:4]([N:23]2[CH2:28][CH2:27][O:26][CH2:25][CH2:24]2)[N:3]=1.[CH2:29]([N:36]([CH2:46][C:47]1[CH:52]=[CH:51][CH:50]=[CH:49][CH:48]=1)[C:37]1[NH:41][C:40]2[CH:42]=[CH:43][CH:44]=[CH:45][C:39]=2[N:38]=1)[C:30]1[CH:35]=[CH:34][CH:33]=[CH:32][CH:31]=1, predict the reaction product. The product is: [CH2:46]([N:36]([CH2:29][C:30]1[CH:35]=[CH:34][CH:33]=[CH:32][CH:31]=1)[C:37]1[N:41]([C:2]2[N:10]=[C:9]3[C:5]([N:6]=[C:7]([CH2:12][N:13]4[CH2:14][CH2:15][CH:16]([C:19]([OH:22])([CH3:20])[CH3:21])[CH2:17][CH2:18]4)[N:8]3[CH3:11])=[C:4]([N:23]3[CH2:28][CH2:27][O:26][CH2:25][CH2:24]3)[N:3]=2)[C:40]2[CH:42]=[CH:43][CH:44]=[CH:45][C:39]=2[N:38]=1)[C:47]1[CH:48]=[CH:49][CH:50]=[CH:51][CH:52]=1. (6) Given the reactants [C:1]([C:3]1[CH:4]=[C:5]2[C:9](=[CH:10][CH:11]=1)[N:8]([S:12]([C:15]1[CH:20]=[CH:19][C:18]([O:21][CH3:22])=[CH:17][C:16]=1[O:23][CH3:24])(=[O:14])=[O:13])[C:7](=[O:25])[C:6]2([NH:35][C:36]([N:38]1[CH2:43][CH2:42][CH:41]([N:44]2[CH2:49][CH2:48][N:47](C(OC(C)(C)C)=O)[CH2:46][CH2:45]2)[CH2:40][CH2:39]1)=[O:37])[C:26]1[C:27]([O:32][CH2:33][CH3:34])=[N:28][CH:29]=[CH:30][CH:31]=1)#[N:2].Cl.C(Cl)Cl.CO, predict the reaction product. The product is: [C:1]([C:3]1[CH:4]=[C:5]2[C:9](=[CH:10][CH:11]=1)[N:8]([S:12]([C:15]1[CH:20]=[CH:19][C:18]([O:21][CH3:22])=[CH:17][C:16]=1[O:23][CH3:24])(=[O:14])=[O:13])[C:7](=[O:25])[C:6]2([NH:35][C:36]([N:38]1[CH2:39][CH2:40][CH:41]([N:44]2[CH2:45][CH2:46][NH:47][CH2:48][CH2:49]2)[CH2:42][CH2:43]1)=[O:37])[C:26]1[C:27]([O:32][CH2:33][CH3:34])=[N:28][CH:29]=[CH:30][CH:31]=1)#[N:2]. (7) The product is: [CH3:1][O:2][C:3]1[CH:12]=[C:11]([O:13][CH3:14])[CH:10]=[C:9]2[C:4]=1[CH2:5][C:6](=[O:29])[CH:7]([C:15]1[CH:20]=[CH:19][C:18]([O:21][CH3:22])=[C:17]([O:23][CH3:24])[CH:16]=1)[O:8]2. Given the reactants [CH3:1][O:2][C:3]1[CH:12]=[C:11]([O:13][CH3:14])[CH:10]=[C:9]2[C:4]=1[CH:5]=[CH:6][CH:7]([C:15]1[CH:20]=[CH:19][C:18]([O:21][CH3:22])=[C:17]([O:23][CH3:24])[CH:16]=1)[O:8]2.C[N+]1([O-])CC[O:29]CC1.S(S([O-])=O)([O-])(=O)=O.[Na+].[Na+], predict the reaction product. (8) Given the reactants C([Sn](CCCC)(CCCC)[C:6]1[CH:11]=[CH:10][CH:9]=[CH:8][N:7]=1)CCC.Br[C:21]1[CH:22]=[C:23]([C@@H:27]([C:42]2([OH:47])[CH2:46][CH2:45][CH2:44][CH2:43]2)[NH:28][C:29]([C:31]2[C:36]([Cl:37])=[C:35]([C:38]([F:41])([F:40])[F:39])[CH:34]=[CH:33][N:32]=2)=[O:30])[CH:24]=[CH:25][CH:26]=1, predict the reaction product. The product is: [Cl:37][C:36]1[C:31]([C:29]([NH:28][C@H:27]([C:42]2([OH:47])[CH2:43][CH2:44][CH2:45][CH2:46]2)[C:23]2[CH:22]=[CH:21][CH:26]=[C:25]([C:6]3[CH:11]=[CH:10][CH:9]=[CH:8][N:7]=3)[CH:24]=2)=[O:30])=[N:32][CH:33]=[CH:34][C:35]=1[C:38]([F:41])([F:39])[F:40].